Task: Predict the product of the given reaction.. Dataset: Forward reaction prediction with 1.9M reactions from USPTO patents (1976-2016) (1) Given the reactants Cl[C:2]1[N:10]=[CH:9][C:8]2[NH:7][C:6]3[N:11]=[CH:12][C:13]([C:15]4[CH:20]=[CH:19][C:18]([CH2:21][N:22]5[CH2:27][CH2:26][CH2:25][CH2:24][CH2:23]5)=[CH:17][CH:16]=4)=[CH:14][C:5]=3[C:4]=2[CH:3]=1.[NH2:28][C:29]1[N:34]=[CH:33][C:32](B(O)O)=[CH:31][N:30]=1.ClCCl, predict the reaction product. The product is: [NH2:28][C:29]1[N:34]=[CH:33][C:32]([C:2]2[N:10]=[CH:9][C:8]3[NH:7][C:6]4[N:11]=[CH:12][C:13]([C:15]5[CH:20]=[CH:19][C:18]([CH2:21][N:22]6[CH2:27][CH2:26][CH2:25][CH2:24][CH2:23]6)=[CH:17][CH:16]=5)=[CH:14][C:5]=4[C:4]=3[CH:3]=2)=[CH:31][N:30]=1. (2) Given the reactants [CH3:1][C@H:2]1[CH2:7][CH2:6][C@H:5]([C:8]([N:10]([CH:27]2[CH2:32][CH2:31][O:30][CH2:29][CH2:28]2)[C:11]2[S:12][C:13]([C:21]3[CH:26]=[CH:25][CH:24]=[CH:23][CH:22]=3)=[CH:14][C:15]=2[C:16]([O:18]CC)=[O:17])=[O:9])[CH2:4][CH2:3]1.[OH-].[Li+], predict the reaction product. The product is: [CH3:1][C@H:2]1[CH2:3][CH2:4][C@H:5]([C:8]([N:10]([CH:27]2[CH2:28][CH2:29][O:30][CH2:31][CH2:32]2)[C:11]2[S:12][C:13]([C:21]3[CH:22]=[CH:23][CH:24]=[CH:25][CH:26]=3)=[CH:14][C:15]=2[C:16]([OH:18])=[O:17])=[O:9])[CH2:6][CH2:7]1. (3) Given the reactants Cl[C:2]1[N:7]=[C:6]([Cl:8])[N:5]=[CH:4][N:3]=1.C(N(CC)C(C)C)(C)C.[CH3:18][N:19]1[C:23]([NH2:24])=[CH:22][CH:21]=[N:20]1, predict the reaction product. The product is: [Cl:8][C:6]1[N:5]=[CH:4][N:3]=[C:2]([NH:24][C:23]2[N:19]([CH3:18])[N:20]=[CH:21][CH:22]=2)[N:7]=1.